Dataset: Forward reaction prediction with 1.9M reactions from USPTO patents (1976-2016). Task: Predict the product of the given reaction. (1) Given the reactants Br[CH2:2][CH2:3][O:4][C:5]1[CH:14]=[C:13]2[C:8]([C:9]([NH:15][C:16]3[CH:21]=[CH:20][C:19]([Cl:22])=[CH:18][C:17]=3[F:23])=[N:10][CH:11]=[N:12]2)=[CH:7][C:6]=1[O:24][CH3:25].[CH2:26]([O:28][C:29]([N:31]1[CH2:36][CH2:35][NH:34][CH2:33][CH2:32]1)=[O:30])[CH3:27], predict the reaction product. The product is: [ClH:22].[Cl:22][C:19]1[CH:20]=[CH:21][C:16]([NH:15][C:9]2[C:8]3[C:13](=[CH:14][C:5]([O:4][CH2:3][CH2:2][N:34]4[CH2:33][CH2:32][N:31]([C:29]([O:28][CH2:26][CH3:27])=[O:30])[CH2:36][CH2:35]4)=[C:6]([O:24][CH3:25])[CH:7]=3)[N:12]=[CH:11][N:10]=2)=[C:17]([F:23])[CH:18]=1. (2) Given the reactants [CH3:1][O:2][C:3]1[CH:4]=[C:5]([NH2:26])[CH:6]=[CH:7][C:8]=1[C:9]1[O:10][C:11]([C:14]2[C:15]([C:20]3[CH:25]=[CH:24][CH:23]=[CH:22][CH:21]=3)=[N:16][O:17][C:18]=2[CH3:19])=[N:12][N:13]=1.C(NC(C)C)(C)C.[C:34](Cl)(=[O:36])[CH3:35], predict the reaction product. The product is: [CH3:1][O:2][C:3]1[CH:4]=[C:5]([NH:26][C:34](=[O:36])[CH3:35])[CH:6]=[CH:7][C:8]=1[C:9]1[O:10][C:11]([C:14]2[C:15]([C:20]3[CH:21]=[CH:22][CH:23]=[CH:24][CH:25]=3)=[N:16][O:17][C:18]=2[CH3:19])=[N:12][N:13]=1.